From a dataset of Reaction yield outcomes from USPTO patents with 853,638 reactions. Predict the reaction yield, written as a fraction of the theoretical maximum amount of product (1.0 means a 100% yield; for example, 0.34 means a 34% yield). The reactants are [Cl:1][C:2]1[N:3](/[N:13]=C/C2C=CC(Cl)=CC=2)[CH:4]=[C:5]([C:7]2[CH:8]=[N:9][CH:10]=[CH:11][CH:12]=2)[N:6]=1.O.NN. The catalyst is COCCO. The product is [Cl:1][C:2]1[N:3]([NH2:13])[CH:4]=[C:5]([C:7]2[CH:8]=[N:9][CH:10]=[CH:11][CH:12]=2)[N:6]=1. The yield is 0.780.